From a dataset of Peptide-MHC class I binding affinity with 185,985 pairs from IEDB/IMGT. Regression. Given a peptide amino acid sequence and an MHC pseudo amino acid sequence, predict their binding affinity value. This is MHC class I binding data. The peptide sequence is FIAEIDHWI. The MHC is HLA-A33:01 with pseudo-sequence HLA-A33:01. The binding affinity (normalized) is 0.287.